Dataset: Reaction yield outcomes from USPTO patents with 853,638 reactions. Task: Predict the reaction yield, written as a fraction of the theoretical maximum amount of product (1.0 means a 100% yield; for example, 0.34 means a 34% yield). (1) The reactants are [F:1][C:2]([F:30])([F:29])[C:3]1[CH:28]=[CH:27][CH:26]=[CH:25][C:4]=1[C:5]([N:7]1[CH2:12][CH2:11][N:10]([C:13]2[N:18]=[N:17][C:16]([N:19]3[CH2:23][CH2:22][NH:21][C:20]3=[O:24])=[CH:15][CH:14]=2)[CH2:9][CH2:8]1)=[O:6].[H-].[Na+].I[CH2:34][CH2:35][CH:36]([CH3:38])[CH3:37].O. The catalyst is CN(C=O)C. The product is [CH3:37][CH:36]([CH3:38])[CH2:35][CH2:34][N:21]1[CH2:22][CH2:23][N:19]([C:16]2[N:17]=[N:18][C:13]([N:10]3[CH2:9][CH2:8][N:7]([C:5](=[O:6])[C:4]4[CH:25]=[CH:26][CH:27]=[CH:28][C:3]=4[C:2]([F:1])([F:29])[F:30])[CH2:12][CH2:11]3)=[CH:14][CH:15]=2)[C:20]1=[O:24]. The yield is 0.320. (2) The reactants are Br[C:2]1[CH:22]=[CH:21][C:5]([N:6]([C:14]2[CH:19]=[CH:18][C:17]([CH3:20])=[CH:16][CH:15]=2)[C:7]2[CH:12]=[CH:11][C:10]([CH3:13])=[CH:9][CH:8]=2)=[CH:4][CH:3]=1.[Li]CCCC.[B:28](OC)([O:31]C)[O:29]C.Cl. The catalyst is C1COCC1. The product is [C:10]1([CH3:13])[CH:11]=[CH:12][C:7]([N:6]([C:14]2[CH:15]=[CH:16][C:17]([CH3:20])=[CH:18][CH:19]=2)[C:5]2[CH:4]=[CH:3][C:2]([B:28]([OH:31])[OH:29])=[CH:22][CH:21]=2)=[CH:8][CH:9]=1. The yield is 0.560. (3) The reactants are [NH:1]1[CH2:6][CH2:5][NH:4][CH2:3][CH2:2]1.[C:7]1([C:13]([C:12]2[CH:11]=[CH:10][CH:9]=[CH:8][C:7]=2[C:13](Cl)([C:14]2[CH:15]=[CH:16][CH:17]=[CH:18][CH:19]=2)[C:20]2[CH:21]=[CH:22][CH:23]=[CH:24][CH:25]=2)([C:20]2[CH:25]=[CH:24][CH:23]=[CH:22][CH:21]=2)[C:14]2[CH:19]=[CH:18][CH:17]=[CH:16][CH:15]=2)[CH:12]=[CH:11][CH:10]=[CH:9][CH:8]=1.[C:46]([OH:53])(=[O:52])[CH2:47][CH2:48][C:49]([OH:51])=[O:50]. The catalyst is C1(C)C=CC=CC=1.CO.C1(C)C=CC=CC=1. The product is [C:46]([OH:53])(=[O:52])[CH2:47][CH2:48][C:49]([OH:51])=[O:50].[C:13]([N:1]1[CH2:6][CH2:5][NH:4][CH2:3][CH2:2]1)([C:7]1[CH:12]=[CH:11][CH:10]=[CH:9][CH:8]=1)([C:20]1[CH:21]=[CH:22][CH:23]=[CH:24][CH:25]=1)[C:14]1[CH:15]=[CH:16][CH:17]=[CH:18][CH:19]=1. The yield is 0.700. (4) The reactants are [Cl:1][C:2]1[CH:3]=[C:4]([NH:9][C:10]([C:12]2([C:19]3[CH:24]=[CH:23][C:22](I)=[CH:21][CH:20]=3)[CH2:17][CH2:16][N:15]([CH3:18])[CH2:14][CH2:13]2)=[O:11])[CH:5]=[C:6]([Cl:8])[CH:7]=1.[C:26]([C:28]1[CH:29]=[C:30](B(O)O)[CH:31]=[CH:32][CH:33]=1)#[N:27].C([O-])([O-])=O.[Na+].[Na+].CCO. The catalyst is C1(C)C=CC=CC=1.C1C=CC([P]([Pd]([P](C2C=CC=CC=2)(C2C=CC=CC=2)C2C=CC=CC=2)([P](C2C=CC=CC=2)(C2C=CC=CC=2)C2C=CC=CC=2)[P](C2C=CC=CC=2)(C2C=CC=CC=2)C2C=CC=CC=2)(C2C=CC=CC=2)C2C=CC=CC=2)=CC=1.O. The product is [Cl:1][C:2]1[CH:3]=[C:4]([NH:9][C:10]([C:12]2([C:19]3[CH:24]=[CH:23][C:22]([C:32]4[CH:31]=[CH:30][CH:29]=[C:28]([C:26]#[N:27])[CH:33]=4)=[CH:21][CH:20]=3)[CH2:17][CH2:16][N:15]([CH3:18])[CH2:14][CH2:13]2)=[O:11])[CH:5]=[C:6]([Cl:8])[CH:7]=1. The yield is 0.140. (5) The reactants are [CH3:1][O:2][C:3](=[O:18])[CH2:4][CH2:5][C:6]([NH:8][C:9]1[N:17]=[CH:16][CH:15]=[CH:14][C:10]=1[C:11]([OH:13])=[O:12])=[O:7].[Si](C=[N+]=[N-])(C)(C)[CH3:20]. The catalyst is C(Cl)Cl.CO. The product is [CH3:1][O:2][C:3](=[O:18])[CH2:4][CH2:5][C:6]([NH:8][C:9]1[N:17]=[CH:16][CH:15]=[CH:14][C:10]=1[C:11]([O:13][CH3:20])=[O:12])=[O:7]. The yield is 1.00.